Dataset: Full USPTO retrosynthesis dataset with 1.9M reactions from patents (1976-2016). Task: Predict the reactants needed to synthesize the given product. (1) Given the product [CH3:3][NH2:10].[CH3:1][N:2]1[CH2:13][CH2:12][C:11](=[O:15])[CH:5]([CH2:4][CH2:9][CH3:8])[CH2:6]1, predict the reactants needed to synthesize it. The reactants are: [CH3:1][NH2:2].[CH2:3]([NH2:10])[C:4]1[CH:9]=[CH:8]C=[CH:6][CH:5]=1.[C:11]([O:15]CC)(=O)[CH:12]=[CH2:13].C(OC)(=O)C=C.C(C(=C)C(OCC)=O)CC. (2) Given the product [CH:1]1([CH:7]([NH:22][C:23]2[CH:24]=[CH:25][C:26]([C:29]([N:31]([CH3:39])[CH2:32][CH2:33][C:34]([OH:36])=[O:35])=[O:30])=[CH:27][CH:28]=2)[C:8]2[S:16][C:15]3[C:10](=[N:11][CH:12]=[C:13]([C:17]([F:20])([F:19])[F:18])[CH:14]=3)[C:9]=2[CH3:21])[CH2:6][CH2:5][CH2:4][CH2:3][CH2:2]1, predict the reactants needed to synthesize it. The reactants are: [CH:1]1([CH:7]([NH:22][C:23]2[CH:28]=[CH:27][C:26]([C:29]([N:31]([CH3:39])[CH2:32][CH2:33][C:34]([O:36]CC)=[O:35])=[O:30])=[CH:25][CH:24]=2)[C:8]2[S:16][C:15]3[C:10](=[N:11][CH:12]=[C:13]([C:17]([F:20])([F:19])[F:18])[CH:14]=3)[C:9]=2[CH3:21])[CH2:6][CH2:5][CH2:4][CH2:3][CH2:2]1.O1CCCC1.[OH-].[Na+]. (3) Given the product [C:2]1([C:8]2[CH:13]=[CH:12][CH:11]=[CH:10][CH:9]=2)[CH:7]=[CH:6][CH:5]=[CH:4][CH:3]=1, predict the reactants needed to synthesize it. The reactants are: I[C:2]1[CH:7]=[CH:6][CH:5]=[CH:4][CH:3]=1.[C:8]1(B(O)O)[CH:13]=[CH:12][CH:11]=[CH:10][CH:9]=1.[OH-].[K+].